From a dataset of Reaction yield outcomes from USPTO patents with 853,638 reactions. Predict the reaction yield, written as a fraction of the theoretical maximum amount of product (1.0 means a 100% yield; for example, 0.34 means a 34% yield). (1) The reactants are C(NC(C)C)(C)C.[Li]CCCC.[Br:13][C:14]1[C:15]([C:19]2[CH:26]=[CH:25][C:22]([C:23]#[N:24])=[CH:21][CH:20]=2)=[CH:16][S:17][CH:18]=1.CN([CH:30]=[O:31])C. The catalyst is C1COCC1. The product is [Br:13][C:14]1[C:15]([C:19]2[CH:20]=[CH:21][C:22]([C:23]#[N:24])=[CH:25][CH:26]=2)=[CH:16][S:17][C:18]=1[CH:30]=[O:31]. The yield is 0.270. (2) The reactants are [C:1]([NH:4][CH:5]([CH2:9][SH:10])[C:6]([OH:8])=O)(=[O:3])[CH3:2].OC1C2N=NNC=2C=CC=1.C1CCC(N=C=NC2CCCCC2)CC1.C([O:40][C:41](=[O:54])[C:42]1[CH:47]=[C:46]([NH2:48])[CH:45]=[CH:44][C:43]=1[O:49]C(C)(C)C)(C)(C)C. The catalyst is CN(C)C=O.C(OCC)(=O)C. The product is [C:1]([NH:4][CH:5]([CH2:9][SH:10])[C:6]([NH:48][C:46]1[CH:45]=[CH:44][C:43]([OH:49])=[C:42]([CH:47]=1)[C:41]([OH:54])=[O:40])=[O:8])(=[O:3])[CH3:2]. The yield is 0.780. (3) The reactants are O=P(Cl)(Cl)[Cl:3].[CH2:6]([O:13][C:14]1[C:23]2[C:18](=[C:19]([CH3:26])[C:20]([O:24][CH3:25])=[CH:21][CH:22]=2)[N+:17]([O-])=[CH:16][CH:15]=1)[C:7]1[CH:12]=[CH:11][CH:10]=[CH:9][CH:8]=1. No catalyst specified. The product is [CH2:6]([O:13][C:14]1[C:23]2[C:18](=[C:19]([CH3:26])[C:20]([O:24][CH3:25])=[CH:21][CH:22]=2)[N:17]=[C:16]([Cl:3])[CH:15]=1)[C:7]1[CH:12]=[CH:11][CH:10]=[CH:9][CH:8]=1. The yield is 0.904. (4) The reactants are [OH:1][NH:2][C:3](=[NH:13])[C:4]1[CH:9]=[CH:8][C:7]([N+:10]([O-:12])=[O:11])=[CH:6][CH:5]=1.[CH:14](OCC)(OCC)OCC. The catalyst is C1COCC1. The product is [N+:10]([C:7]1[CH:6]=[CH:5][C:4]([C:3]2[N:13]=[CH:14][O:1][N:2]=2)=[CH:9][CH:8]=1)([O-:12])=[O:11]. The yield is 0.550. (5) The reactants are [CH2:1]([C:3](=[CH:6][CH2:7][C:8]1[C:9]([O:21][CH2:22][CH2:23][Si:24]([CH3:27])([CH3:26])[CH3:25])=[C:10]2[C:14](=[C:15]([CH3:19])[C:16]=1[CH2:17][CH3:18])[CH2:13][O:12][C:11]2=[O:20])[CH:4]=O)[CH3:2].C(O)(=O)C(O)=O.[CH2:34]([O:36][P:37]([CH2:42][CH2:43][NH2:44])(=[O:41])[O:38][CH2:39][CH3:40])[CH3:35].C(O)(=O)C.C(O[BH-](OC(=O)C)OC(=O)C)(=O)C.[Na+]. The catalyst is CN(C=O)C. The product is [CH2:39]([O:38][P:37]([CH2:42][CH2:43][NH:44][CH2:4][C:3]([CH2:1][CH3:2])=[CH:6][CH2:7][C:8]1[C:9]([O:21][CH2:22][CH2:23][Si:24]([CH3:25])([CH3:27])[CH3:26])=[C:10]2[C:14](=[C:15]([CH3:19])[C:16]=1[CH2:17][CH3:18])[CH2:13][O:12][C:11]2=[O:20])(=[O:41])[O:36][CH2:34][CH3:35])[CH3:40]. The yield is 0.650. (6) The reactants are Br[C:2]1[CH:3]=[CH:4][CH:5]=[C:6]2[C:10]=1[NH:9][CH:8]=[CH:7]2.[C:11]1(B(O)O)[CH:16]=[CH:15][CH:14]=[CH:13][CH:12]=1.C(=O)([O-])[O-].[K+].[K+].ClCCl. The catalyst is O1CCOCC1.O.C1C=CC(P(C2C=CC=CC=2)[C-]2C=CC=C2)=CC=1.C1C=CC(P(C2C=CC=CC=2)[C-]2C=CC=C2)=CC=1.Cl[Pd]Cl.[Fe+2]. The product is [C:11]1([C:2]2[CH:3]=[CH:4][CH:5]=[C:6]3[C:10]=2[NH:9][CH:8]=[CH:7]3)[CH:16]=[CH:15][CH:14]=[CH:13][CH:12]=1. The yield is 0.930.